This data is from Reaction yield outcomes from USPTO patents with 853,638 reactions. The task is: Predict the reaction yield, written as a fraction of the theoretical maximum amount of product (1.0 means a 100% yield; for example, 0.34 means a 34% yield). (1) The reactants are [CH:1]([C:4]1[CH:5]=[CH:6][CH:7]=[C:8]2[C:12]=1[NH:11][C:10](=[O:13])[C:9]2=[O:14])([CH3:3])[CH3:2].[Br:15]Br. The catalyst is C(O)(=O)C. The product is [Br:15][C:6]1[CH:7]=[C:8]2[C:12](=[C:4]([CH:1]([CH3:3])[CH3:2])[CH:5]=1)[NH:11][C:10](=[O:13])[C:9]2=[O:14]. The yield is 0.940. (2) The reactants are Cl[O-].[Na+].C(=O)(O)[O-].[Na+].[CH2:9]([O:16][CH2:17][CH:18]([OH:28])[CH2:19][O:20][CH2:21][C:22]1[CH:27]=[CH:26][CH:25]=[CH:24][CH:23]=1)[C:10]1[CH:15]=[CH:14][CH:13]=[CH:12][CH:11]=1.CC1(C)N([O])C(C)(C)CCC1. The product is [CH2:9]([O:16][CH2:17][C:18](=[O:28])[CH2:19][O:20][CH2:21][C:22]1[CH:27]=[CH:26][CH:25]=[CH:24][CH:23]=1)[C:10]1[CH:11]=[CH:12][CH:13]=[CH:14][CH:15]=1. The yield is 0.887. The catalyst is C1(C)C=CC=CC=1. (3) The catalyst is C(OCC)(=O)C.[PdH2].[C]. The product is [C:33]([O:32][C:30]([N:14]1[CH2:17][C:16]([CH2:20][CH3:21])([O:18][CH3:19])[CH2:15]1)=[O:31])([CH3:34])([CH3:35])[CH3:36]. The yield is 0.490. The reactants are C([N:14]1[CH2:17][C:16]([CH2:20][CH3:21])([O:18][CH3:19])[CH2:15]1)(C1C=CC=CC=1)C1C=CC=CC=1.[CH3:34][C:33]([O:32][C:30](O[C:30]([O:32][C:33]([CH3:36])([CH3:35])[CH3:34])=[O:31])=[O:31])([CH3:36])[CH3:35]. (4) The reactants are [CH:1]([C:4]1[CH:12]=[CH:11][C:10]2[NH:9][C:8]3[CH2:13][CH2:14][N:15]([CH3:17])[CH2:16][C:7]=3[C:6]=2[CH:5]=1)([CH3:3])[CH3:2].[OH-].[K+].[F:20][C:21]([F:31])([F:30])[C:22]1[CH:27]=[CH:26][C:25]([CH:28]=[CH2:29])=[CH:24][N:23]=1. The catalyst is CN1CCCC1=O.[Cl-].[Na+].O. The product is [CH:1]([C:4]1[CH:12]=[CH:11][C:10]2[N:9]([CH2:29][CH2:28][C:25]3[CH:24]=[N:23][C:22]([C:21]([F:31])([F:20])[F:30])=[CH:27][CH:26]=3)[C:8]3[CH2:13][CH2:14][N:15]([CH3:17])[CH2:16][C:7]=3[C:6]=2[CH:5]=1)([CH3:3])[CH3:2]. The yield is 0.450. (5) The reactants are [Cl:1][C:2]1[CH:10]=[CH:9][C:5]([C:6]([NH2:8])=[S:7])=[CH:4][CH:3]=1.[Cl:11][CH2:12][C:13]([CH2:15]Cl)=O. The catalyst is CCO.C1COCC1. The product is [Cl:11][CH2:12][C:13]1[N:8]=[C:6]([C:5]2[CH:9]=[CH:10][C:2]([Cl:1])=[CH:3][CH:4]=2)[S:7][CH:15]=1. The yield is 0.770.